Dataset: Full USPTO retrosynthesis dataset with 1.9M reactions from patents (1976-2016). Task: Predict the reactants needed to synthesize the given product. Given the product [CH3:1][O:2][C:3]1[CH:4]=[CH:5][C:6]([CH2:9][O:10][C:11]2[CH:12]=[CH:13][C:14]([CH:17]([C:28]#[C:29][CH3:30])[CH2:18][C:23]([OH:22])=[O:24])=[CH:15][CH:16]=2)=[CH:7][CH:8]=1, predict the reactants needed to synthesize it. The reactants are: [CH3:1][O:2][C:3]1[CH:8]=[CH:7][C:6]([CH2:9][O:10][C:11]2[CH:16]=[CH:15][C:14]([CH:17]=[C:18]3[C:23](=[O:24])[O:22]C(C)(C)OC3=O)=[CH:13][CH:12]=2)=[CH:5][CH:4]=1.[C:28]([Mg]Br)#[C:29][CH3:30].